This data is from Forward reaction prediction with 1.9M reactions from USPTO patents (1976-2016). The task is: Predict the product of the given reaction. (1) The product is: [F:17][C:5]1[CH:4]=[CH:3][C:2]([NH:1][C:28]([C:25]2[CH:24]=[CH:23][C:22]([O:21][CH2:20][C:19]([F:32])([F:31])[F:18])=[CH:27][N:26]=2)=[O:29])=[CH:7][C:6]=1[C:8]12[CH2:15][CH:14]1[CH2:13][O:12][CH2:11][C:10](=[S:16])[NH:9]2. Given the reactants [NH2:1][C:2]1[CH:3]=[CH:4][C:5]([F:17])=[C:6]([C:8]23[CH2:15][CH:14]2[CH2:13][O:12][CH2:11][C:10](=[S:16])[NH:9]3)[CH:7]=1.[F:18][C:19]([F:32])([F:31])[CH2:20][O:21][C:22]1[CH:23]=[CH:24][C:25]([C:28](O)=[O:29])=[N:26][CH:27]=1, predict the reaction product. (2) Given the reactants C([CH:8]([CH:10]1[CH2:14][C:13]2[CH:15]=[CH:16][CH:17]=[C:18]([C:19]3[CH:24]=[CH:23][C:22](Cl)=[CH:21][C:20]=3[CH3:26])[C:12]=2[O:11]1)[NH2:9])C1C=CC=CC=1.C(N(C(C)C)CC)(C)C.[Cl:36]C(OCC1C=CC=CC=1)=O.C1(C2C3OC(CN[C:63](=[O:72])[O:64][CH2:65][C:66]4[CH:71]=[CH:70][CH:69]=[CH:68][CH:67]=4)CC=3C=CC=2)CCCC1, predict the reaction product. The product is: [CH2:65]([O:64][C:63](=[O:72])[NH:9][CH2:8][CH:10]1[CH2:14][C:13]2[CH:15]=[CH:16][CH:17]=[C:18]([C:19]3[CH:24]=[C:23]([Cl:36])[CH:22]=[CH:21][C:20]=3[CH3:26])[C:12]=2[O:11]1)[C:66]1[CH:71]=[CH:70][CH:69]=[CH:68][CH:67]=1. (3) Given the reactants [Br:1][C:2]1[CH:3]=[C:4]([N+:12]([O-])=O)[C:5]2[N:9]=[CH:8][N:7]([CH3:10])[C:6]=2[CH:11]=1.C.O.NN, predict the reaction product. The product is: [NH2:12][C:4]1[C:5]2[N:9]=[CH:8][N:7]([CH3:10])[C:6]=2[CH:11]=[C:2]([Br:1])[CH:3]=1. (4) Given the reactants O=S(Cl)[Cl:3].[F:5][C:6]1[CH:11]=[CH:10][CH:9]=[CH:8][C:7]=1[C:12]1[C:21]2[C:16](=[CH:17][CH:18]=[CH:19][CH:20]=2)[NH:15][C:14](=O)[N:13]=1, predict the reaction product. The product is: [F:5][C:6]1[CH:11]=[CH:10][CH:9]=[CH:8][C:7]=1[C:12]1[C:21]2[C:16](=[CH:17][CH:18]=[CH:19][CH:20]=2)[N:15]=[C:14]([Cl:3])[N:13]=1. (5) Given the reactants CO[C:3](=[O:25])[CH:4]([C:11]1[CH:16]=[CH:15][C:14]([S:17]([CH3:20])(=[O:19])=[O:18])=[C:13]([C:21]([F:24])([F:23])[F:22])[CH:12]=1)[CH2:5][CH:6]1[CH2:10][CH2:9][CH2:8][CH2:7]1.[NH2:26][C:27]1[S:28][CH:29]=[CH:30][N:31]=1.C[O-].[Mg+2].C[O-].CO, predict the reaction product. The product is: [CH:6]1([CH2:5][CH:4]([C:11]2[CH:16]=[CH:15][C:14]([S:17]([CH3:20])(=[O:19])=[O:18])=[C:13]([C:21]([F:22])([F:24])[F:23])[CH:12]=2)[C:3]([NH:26][C:27]2[S:28][CH:29]=[CH:30][N:31]=2)=[O:25])[CH2:7][CH2:8][CH2:9][CH2:10]1.